Predict which catalyst facilitates the given reaction. From a dataset of Catalyst prediction with 721,799 reactions and 888 catalyst types from USPTO. (1) Reactant: [Cl:1][C:2]1[CH:7]=[CH:6][C:5]([C:8]2[CH:13]=[C:12]([C:14]([F:17])([F:16])[F:15])[N:11]3[N:18]=[CH:19][C:20](I)=[C:10]3[N:9]=2)=[CH:4][C:3]=1[CH3:22].[CH3:23][Si:24]([C:27]#[CH:28])([CH3:26])[CH3:25].C(N(CC)CC)C. Product: [Cl:1][C:2]1[CH:7]=[CH:6][C:5]([C:8]2[CH:13]=[C:12]([C:14]([F:17])([F:16])[F:15])[N:11]3[N:18]=[CH:19][C:20]([C:28]#[C:27][Si:24]([CH3:26])([CH3:25])[CH3:23])=[C:10]3[N:9]=2)=[CH:4][C:3]=1[CH3:22]. The catalyst class is: 9. (2) Reactant: [F:1][C:2]([F:13])([F:12])[C:3]1[N:8]=[N:7][C:6]([C:9]([OH:11])=O)=[CH:5][CH:4]=1.CN(C(ON1N=NC2C=CC=NC1=2)=[N+](C)C)C.F[P-](F)(F)(F)(F)F.CCN(C(C)C)C(C)C.Cl.[F:48][C:49]([F:62])([F:61])[C:50]1[NH:51][C:52]2[C:57]([CH:58]=1)=[CH:56][C:55]([CH2:59][NH2:60])=[CH:54][CH:53]=2. Product: [F:12][C:2]([F:1])([F:13])[C:3]1[N:8]=[N:7][C:6]([C:9]([NH:60][CH2:59][C:55]2[CH:56]=[C:57]3[C:52](=[CH:53][CH:54]=2)[NH:51][C:50]([C:49]([F:62])([F:48])[F:61])=[CH:58]3)=[O:11])=[CH:5][CH:4]=1. The catalyst class is: 10. (3) Reactant: [CH2:1]1[C:11]2[C:6](=[CH:7][CH:8]=[CH:9][CH:10]=2)[NH:5][C:3](=[O:4])[CH2:2]1.O.[N+:13]([O-])([OH:15])=[O:14]. Product: [N+:13]([C:9]1[CH:10]=[C:11]2[C:6](=[CH:7][CH:8]=1)[NH:5][C:3](=[O:4])[CH2:2][CH2:1]2)([O-:15])=[O:14]. The catalyst class is: 82. (4) Reactant: O=[C:2]([CH2:8][CH3:9])[CH2:3][C:4]([O:6][CH3:7])=[O:5].C([O-])(=O)C.[NH4+:14].C(O)(=O)C. Product: [NH2:14][C:2]([CH2:8][CH3:9])=[CH:3][C:4]([O:6][CH3:7])=[O:5]. The catalyst class is: 11. (5) Reactant: [C:1]([O:10]C)(=O)[C:2]1[C:3](=[CH:5][CH:6]=[CH:7][CH:8]=1)[SH:4].[N:12]1([C:18]2[CH:19]=[C:20]([CH:23]=[CH:24][N:25]=2)[C:21]#[N:22])[CH2:17][CH2:16][O:15][CH2:14][CH2:13]1.C(N(CC)CC)C. Product: [N:12]1([C:18]2[CH:19]=[C:20]([C:21]3[S:4][C:3]4[CH:5]=[CH:6][CH:7]=[CH:8][C:2]=4[C:1](=[O:10])[N:22]=3)[CH:23]=[CH:24][N:25]=2)[CH2:13][CH2:14][O:15][CH2:16][CH2:17]1. The catalyst class is: 11. (6) Reactant: C(NC(C)C)(C)C.[Li]CCCC.[C:13]1([C:23]2[CH:28]=[CH:27][CH:26]=[CH:25][CH:24]=2)[CH:18]=[CH:17][CH:16]=[C:15]([CH2:19][C:20]([OH:22])=[O:21])[CH:14]=1.Br[CH2:30][C:31]([CH3:33])=[CH2:32]. Product: [C:13]1([C:23]2[CH:28]=[CH:27][CH:26]=[CH:25][CH:24]=2)[CH:18]=[CH:17][CH:16]=[C:15]([CH:19]([CH2:32][C:31]([CH3:33])=[CH2:30])[C:20]([OH:22])=[O:21])[CH:14]=1. The catalyst class is: 1. (7) Reactant: C([O:3][C:4]([C:6]1[N:7]([C:26]2[CH:31]=[CH:30][C:29]([O:32][CH:33]([CH3:35])[CH3:34])=[CH:28][CH:27]=2)[C:8]2[C:13]([CH:14]=1)=[CH:12][C:11]([O:15][C:16]1[CH:21]=[CH:20][CH:19]=[C:18]([O:22][CH:23]([CH3:25])[CH3:24])[CH:17]=1)=[CH:10][CH:9]=2)=[O:5])C.O1CCOCC1.[OH-].[Na+].Cl. Product: [CH:23]([O:22][C:18]1[CH:17]=[C:16]([CH:21]=[CH:20][CH:19]=1)[O:15][C:11]1[CH:12]=[C:13]2[C:8](=[CH:9][CH:10]=1)[N:7]([C:26]1[CH:31]=[CH:30][C:29]([O:32][CH:33]([CH3:35])[CH3:34])=[CH:28][CH:27]=1)[C:6]([C:4]([OH:5])=[O:3])=[CH:14]2)([CH3:24])[CH3:25]. The catalyst class is: 170. (8) Reactant: C([C:3](CC)([C:7]([O-:9])=[O:8])[C:4]([O-:6])=[O:5])C.[H-].[Na+].[CH2:14]([O:16][C:17](=[O:40])[CH:18](OS(C1C=CC([N+]([O-])=O)=CC=1)(=O)=O)[CH2:19][CH2:20][C:21]1[CH:26]=[CH:25][CH:24]=[CH:23][CH:22]=1)[CH3:15].CN1C(=O)N(C)[CH2:45][CH2:44]C1.[CH2:50]1COC[CH2:51]1. Product: [CH2:50]([O:9][C:7](=[O:8])[CH:3]([C:4]([O:6][CH2:44][CH3:45])=[O:5])[CH:18]([CH2:19][CH2:20][C:21]1[CH:22]=[CH:23][CH:24]=[CH:25][CH:26]=1)[C:17]([O:16][CH2:14][CH3:15])=[O:40])[CH3:51]. The catalyst class is: 6. (9) Reactant: Br[C:2]1[CH:11]=[C:10]2[C:5]([CH:6]=[C:7]([C:12]([O:14][CH2:15][CH3:16])=[O:13])[CH:8]=[N:9]2)=[N:4][CH:3]=1.[CH:17]1(B(O)O)[CH2:19][CH2:18]1.P([O-])([O-])([O-])=O.[K+].[K+].[K+].C1(C)C=CC=CC=1.O.C([O-])(O)=O.[Na+]. Product: [CH:17]1([C:2]2[CH:11]=[C:10]3[C:5]([CH:6]=[C:7]([C:12]([O:14][CH2:15][CH3:16])=[O:13])[CH:8]=[N:9]3)=[N:4][CH:3]=2)[CH2:19][CH2:18]1. The catalyst class is: 167.